This data is from NCI-60 drug combinations with 297,098 pairs across 59 cell lines. The task is: Regression. Given two drug SMILES strings and cell line genomic features, predict the synergy score measuring deviation from expected non-interaction effect. (1) Drug 1: C1=CC(=C2C(=C1NCCNCCO)C(=O)C3=C(C=CC(=C3C2=O)O)O)NCCNCCO. Drug 2: CC1=C(C=C(C=C1)C(=O)NC2=CC(=CC(=C2)C(F)(F)F)N3C=C(N=C3)C)NC4=NC=CC(=N4)C5=CN=CC=C5. Cell line: SN12C. Synergy scores: CSS=46.6, Synergy_ZIP=5.29, Synergy_Bliss=3.11, Synergy_Loewe=-19.2, Synergy_HSA=2.90. (2) Drug 1: C1=CC=C(C=C1)NC(=O)CCCCCCC(=O)NO. Drug 2: C1=CC=C(C(=C1)C(C2=CC=C(C=C2)Cl)C(Cl)Cl)Cl. Cell line: SR. Synergy scores: CSS=65.9, Synergy_ZIP=3.48, Synergy_Bliss=3.37, Synergy_Loewe=-47.3, Synergy_HSA=0.860.